Dataset: Forward reaction prediction with 1.9M reactions from USPTO patents (1976-2016). Task: Predict the product of the given reaction. The product is: [CH3:13][O:14][C:15]1[CH:16]=[C:17](/[CH:27]=[CH:28]/[C:29]([NH:31][NH:32][C:37](=[O:38])[C:36]2[CH:40]=[CH:41][CH:42]=[C:34]([F:33])[CH:35]=2)=[O:30])[CH:18]=[CH:19][C:20]=1[N:21]1[CH:25]=[C:24]([CH3:26])[N:23]=[CH:22]1. Given the reactants C1C=CC2N(O)N=NC=2C=1.Cl.Cl.[CH3:13][O:14][C:15]1[CH:16]=[C:17](/[CH:27]=[CH:28]/[C:29]([NH:31][NH2:32])=[O:30])[CH:18]=[CH:19][C:20]=1[N:21]1[CH:25]=[C:24]([CH3:26])[N:23]=[CH:22]1.[F:33][C:34]1[CH:35]=[C:36]([CH:40]=[CH:41][CH:42]=1)[C:37](O)=[O:38].C(N(C(C)C)CC)(C)C, predict the reaction product.